This data is from Catalyst prediction with 721,799 reactions and 888 catalyst types from USPTO. The task is: Predict which catalyst facilitates the given reaction. (1) Reactant: [Br:1][C:2]1(B(O)O)[CH:7]=[CH:6][CH:5]=[C:4]([Br:8])[CH2:3]1.OO.[OH-:14].[Na+].[C:16]([O-])(O)=O.[Na+].[CH2:21]1[CH2:25]OC[CH2:22]1. The catalyst class is: 191. Product: [Br:1][C:2]1[CH:7]=[C:6]([O:14][C:21]([CH3:22])([CH3:25])[CH3:16])[CH:5]=[C:4]([Br:8])[CH:3]=1. (2) Reactant: C1C=CC(P(C2C=CC3C(=CC=CC=3)C=2C2C3C(=CC=CC=3)C=CC=2P([C:41]2[CH:46]=CC=CC=2)C2C=CC=CC=2)C2C=CC=CC=2)=CC=1.[NH2:47][C:48]1[CH:63]=[CH:62][C:51]([C:52]([NH:54][CH:55]2[CH2:60][CH2:59]CCN2C)=[O:53])=[CH:50][C:49]=1[O:64][C:65]([F:68])([F:67])[F:66].I[C:70]1[N:79]=[CH:78][C:77]2[CH2:76][CH2:75][C:74]3[C:80]([C:84]([O:86][CH2:87][CH3:88])=[O:85])=[N:81][N:82]([CH3:83])[C:73]=3[C:72]=2[N:71]=1.C(=O)([O-])[O-].[K+].[K+].[CH3:95][N:96](C)C=O. Product: [CH3:83][N:82]1[C:73]2[C:72]3[N:71]=[C:70]([NH:47][C:48]4[CH:63]=[CH:62][C:51]([C:52](=[O:53])[NH:54][CH:55]5[CH2:60][CH2:59][N:96]([CH3:95])[CH2:46][CH2:41]5)=[CH:50][C:49]=4[O:64][C:65]([F:66])([F:67])[F:68])[N:79]=[CH:78][C:77]=3[CH2:76][CH2:75][C:74]=2[C:80]([C:84]([O:86][CH2:87][CH3:88])=[O:85])=[N:81]1. The catalyst class is: 167. (3) Reactant: [C:1]1([CH2:7][CH2:8][CH2:9][CH2:10][CH2:11][CH2:12][CH2:13][CH2:14][NH2:15])[CH:6]=[CH:5][CH:4]=[CH:3][CH:2]=1.[Li]CCCC.C([O:23][C:24](=O)[C:25]1[CH:30]=[C:29]([C:31]2[CH:36]=[CH:35][C:34]([F:37])=[C:33]([Cl:38])[CH:32]=2)[C:28]([O:39][CH2:40][CH2:41][OH:42])=[C:27](Br)[CH:26]=1)C. Product: [C:1]1([CH2:7][CH2:8][CH2:9][CH2:10][CH2:11][CH2:12][CH2:13][CH2:14][NH:15][C:24](=[O:23])[C:25]2[CH:30]=[C:29]([C:31]3[CH:36]=[CH:35][C:34]([F:37])=[C:33]([Cl:38])[CH:32]=3)[C:28]([O:39][CH2:40][CH2:41][OH:42])=[CH:27][CH:26]=2)[CH:6]=[CH:5][CH:4]=[CH:3][CH:2]=1. The catalyst class is: 1. (4) Reactant: [N+:1]([C:4]1[CH:5]=[CH:6][C:7]([NH:10][C:11](=[O:17])[O:12][C:13]([CH3:16])([CH3:15])[CH3:14])=[N:8][CH:9]=1)([O-])=O. The catalyst class is: 565. Product: [NH2:1][C:4]1[CH:5]=[CH:6][C:7]([NH:10][C:11](=[O:17])[O:12][C:13]([CH3:15])([CH3:14])[CH3:16])=[N:8][CH:9]=1. (5) Reactant: [CH2:1]([O:3][C:4]1[CH:13]=[CH:12][CH:11]=[C:10]2[C:5]=1[CH:6]=[C:7]([CH:14]=[O:15])[CH:8]=[N:9]2)[CH3:2].[BH4-].[Na+]. Product: [CH2:1]([O:3][C:4]1[CH:13]=[CH:12][CH:11]=[C:10]2[C:5]=1[CH:6]=[C:7]([CH2:14][OH:15])[CH:8]=[N:9]2)[CH3:2]. The catalyst class is: 1. (6) Reactant: [CH3:1][C:2]1[CH:3]=[C:4]([CH2:29][OH:30])[C:5]([CH2:21][O:22]C2CCCCO2)=[C:6]2[C:10]=1[N:9]([S:11]([C:14]1[CH:20]=[CH:19][C:17]([CH3:18])=[CH:16][CH:15]=1)(=[O:13])=[O:12])[CH:8]=[CH:7]2.C(N(C(C)C)C(C)C)C.[CH3:40][Si:41]([CH2:44][CH2:45][O:46][CH2:47]Cl)([CH3:43])[CH3:42]. Product: [CH3:1][C:2]1[CH:3]=[C:4]([CH2:29][O:30][CH2:47][O:46][CH2:45][CH2:44][Si:41]([CH3:43])([CH3:42])[CH3:40])[C:5]([CH2:21][OH:22])=[C:6]2[C:10]=1[N:9]([S:11]([C:14]1[CH:20]=[CH:19][C:17]([CH3:18])=[CH:16][CH:15]=1)(=[O:13])=[O:12])[CH:8]=[CH:7]2. The catalyst class is: 2.